From a dataset of Rat liver microsome stability data. Regression/Classification. Given a drug SMILES string, predict its absorption, distribution, metabolism, or excretion properties. Task type varies by dataset: regression for continuous measurements (e.g., permeability, clearance, half-life) or binary classification for categorical outcomes (e.g., BBB penetration, CYP inhibition). Dataset: rlm. (1) The drug is Cc1c2c(n3c1CCCN1CC[C@H](CNc4cc-3ccc4C(N)=O)C1)CC(C)(C)CC2=O. The result is 1 (stable in rat liver microsomes). (2) The compound is COc1ccc(CNc2ccc(S(=O)(=O)Nc3nccs3)cc2)cc1O. The result is 0 (unstable in rat liver microsomes). (3) The compound is CNc1nc(NCc2ccc(NC(=O)c3ccc(Cl)nc3)cc2)c2cc(C)ccc2n1. The result is 1 (stable in rat liver microsomes). (4) The drug is CN1CC(CNC(=O)OCc2ccccc2)C[C@H]2c3cccc4c3c(cn4C)CC21. The result is 1 (stable in rat liver microsomes). (5) The compound is COc1cccc(F)c1-c1nc2c(n1C(C)C)C(c1ccc(Cl)cc1C)N(c1cc(Cl)ccc1C)C2=O. The result is 1 (stable in rat liver microsomes). (6) The drug is O=C(N[C@@H](Cn1ccnc1)c1ccc(Cl)cc1Cl)c1ccc(-c2nnc(-c3cc(F)cc(OCC(F)(F)F)c3)o2)cc1. The result is 0 (unstable in rat liver microsomes). (7) The compound is CC(C)Oc1nc(-c2ccc(NC(=O)Nc3ccc(C(=O)N(C)CCN(C)C)cc3)cc2)nc(N2CCOCC2)n1. The result is 0 (unstable in rat liver microsomes).